Dataset: Forward reaction prediction with 1.9M reactions from USPTO patents (1976-2016). Task: Predict the product of the given reaction. (1) Given the reactants [CH2:1]([CH:4]1[C:8](=O)[CH2:7][N:6]([C:10]([O:12][C:13]([CH3:16])([CH3:15])[CH3:14])=[O:11])[CH2:5]1)[CH:2]=[CH2:3].[C:17]([O-:20])(=O)[CH3:18].[NH4+:21].[C:22]([N+:26]#[C-])([CH3:25])([CH3:24])[CH3:23].FC(F)(F)[CH2:30][OH:31], predict the reaction product. The product is: [C:17]([NH:21][C@:8]1([C:30](=[O:31])[NH:26][C:22]([CH3:25])([CH3:24])[CH3:23])[C@@H:4]([CH2:1][CH:2]=[CH2:3])[CH2:5][N:6]([C:10]([O:12][C:13]([CH3:16])([CH3:15])[CH3:14])=[O:11])[CH2:7]1)(=[O:20])[CH3:18]. (2) Given the reactants [Cl:1][C:2]1[N:3]=[N:4][C:5]([CH:8]=[CH2:9])=[CH:6][CH:7]=1, predict the reaction product. The product is: [Cl:1][C:2]1[N:3]=[N:4][C:5]([CH2:8][CH3:9])=[CH:6][CH:7]=1. (3) Given the reactants [Cl:1][C:2]1[CH:17]=[CH:16][C:5]2[O:6][C:7]3[CH:15]=[CH:14][CH:13]=[CH:12][C:8]=3[C:9](=O)[NH:10][C:4]=2[CH:3]=1.COC1C=CC(P2(=S)SP(=S)(C3C=CC(OC)=CC=3)S2)=CC=1.CI.[NH:42]1[CH2:47][CH2:46][NH:45][CH2:44][CH2:43]1, predict the reaction product. The product is: [Cl:1][C:2]1[CH:17]=[CH:16][C:5]2[O:6][C:7]3[CH:15]=[CH:14][CH:13]=[CH:12][C:8]=3[C:9]([N:42]3[CH2:47][CH2:46][NH:45][CH2:44][CH2:43]3)=[N:10][C:4]=2[CH:3]=1. (4) Given the reactants [CH3:1][O:2][C:3]1[CH:4]=[C:5]2[C:10](=[CH:11][C:12]=1[O:13][CH3:14])[C:9](=[O:15])[NH:8][CH2:7][CH2:6]2.I[C:17]1[CH:18]=[N:19][CH:20]=[CH:21][C:22]=1[CH3:23].P([O-])([O-])([O-])=O.[K+].[K+].[K+], predict the reaction product. The product is: [CH3:1][O:2][C:3]1[CH:4]=[C:5]2[C:10](=[CH:11][C:12]=1[O:13][CH3:14])[C:9](=[O:15])[N:8]([C:17]1[CH:18]=[N:19][CH:20]=[CH:21][C:22]=1[CH3:23])[CH2:7][CH2:6]2. (5) Given the reactants [CH3:1][O:2][C:3]1[CH:8]=[C:7]([CH3:9])[C:6]([C:10]2[C:15]([CH3:16])=[CH:14][N:13]=[CH:12][C:11]=2[CH3:17])=[C:5]([CH3:18])[CH:4]=1.[I:19][CH3:20], predict the reaction product. The product is: [I-:19].[CH3:1][O:2][C:3]1[CH:4]=[C:5]([CH3:18])[C:6]([C:10]2[C:15]([CH3:16])=[CH:14][N+:13]([CH3:20])=[CH:12][C:11]=2[CH3:17])=[C:7]([CH3:9])[CH:8]=1. (6) The product is: [CH2:1]([O:8][C:9]1[CH:10]=[CH:11][C:12]([CH2:15][Br:17])=[N:13][CH:14]=1)[C:2]1[CH:7]=[CH:6][CH:5]=[CH:4][CH:3]=1. Given the reactants [CH2:1]([O:8][C:9]1[CH:10]=[CH:11][C:12]([CH2:15]O)=[N:13][CH:14]=1)[C:2]1[CH:7]=[CH:6][CH:5]=[CH:4][CH:3]=1.[Br:17]N1C(=O)CCC1=O.C1(P(C2C=CC=CC=2)C2C=CC=CC=2)C=CC=CC=1, predict the reaction product. (7) Given the reactants [O:1]1[CH:5]=[CH:4][CH:3]=[C:2]1[CH2:6][CH2:7][C:8]([OH:10])=O.[CH:11]1([N:17]=C=[N:17][CH:11]2[CH2:16][CH2:15][CH2:14][CH2:13][CH2:12]2)[CH2:16][CH2:15][CH2:14][CH2:13][CH2:12]1.NC1C=CC=CC=1, predict the reaction product. The product is: [O:1]1[CH:5]=[CH:4][CH:3]=[C:2]1[CH2:6][CH2:7][C:8]([NH:17][C:11]1[CH:16]=[CH:15][CH:14]=[CH:13][CH:12]=1)=[O:10]. (8) Given the reactants [Cl:1][C:2]1[CH:7]=[CH:6][CH:5]=[C:4]([Cl:8])[C:3]=1[NH:9][C:10]1[S:11][CH2:12][C:13](=[O:15])[N:14]=1.[OH:16][C:17]1[CH:18]=[C:19]([CH:22]=[CH:23][C:24]=1[N+:25]([O-:27])=[O:26])[CH:20]=O.N1CCCCC1, predict the reaction product. The product is: [Cl:8][C:4]1[CH:5]=[CH:6][CH:7]=[C:2]([Cl:1])[C:3]=1[NH:9][C:10]1[S:11]/[C:12](=[CH:20]\[C:19]2[CH:22]=[CH:23][C:24]([N+:25]([O-:27])=[O:26])=[C:17]([OH:16])[CH:18]=2)/[C:13](=[O:15])[N:14]=1. (9) Given the reactants [H-].[Na+].[OH:3][CH:4]1[C:12]2[C:7](=[CH:8][CH:9]=[C:10]([C:13]([F:16])([F:15])[F:14])[CH:11]=2)[CH:6]([N:17]2[CH2:22][CH2:21][N:20]([C:23]3([CH3:36])[CH2:28][CH2:27][N:26]([C:29]([O:31][C:32]([CH3:35])([CH3:34])[CH3:33])=[O:30])[CH2:25][CH2:24]3)[CH2:19][CH:18]2[CH3:37])[CH2:5]1.[CH3:38]I, predict the reaction product. The product is: [CH3:38][O:3][CH:4]1[C:12]2[C:7](=[CH:8][CH:9]=[C:10]([C:13]([F:16])([F:14])[F:15])[CH:11]=2)[CH:6]([N:17]2[CH2:22][CH2:21][N:20]([C:23]3([CH3:36])[CH2:24][CH2:25][N:26]([C:29]([O:31][C:32]([CH3:35])([CH3:34])[CH3:33])=[O:30])[CH2:27][CH2:28]3)[CH2:19][C@@H:18]2[CH3:37])[CH2:5]1.